From a dataset of Catalyst prediction with 721,799 reactions and 888 catalyst types from USPTO. Predict which catalyst facilitates the given reaction. The catalyst class is: 1. Reactant: [CH:1]1([CH2:4][O:5][C:6]2[CH:25]=[CH:24][C:9]3[N:10]=[C:11]([C@H:13]4[CH2:18][CH2:17][C@H:16]([O:19][CH2:20][CH:21]([OH:23])[CH3:22])[CH2:15][CH2:14]4)[O:12][C:8]=3[CH:7]=2)[CH2:3][CH2:2]1.C(N(CC)CC)C.[CH3:33][S:34](Cl)(=[O:36])=[O:35]. Product: [CH3:33][S:34]([O:23][CH:21]([CH3:22])[CH2:20][O:19][C@H:16]1[CH2:17][CH2:18][C@H:13]([C:11]2[O:12][C:8]3[CH:7]=[C:6]([O:5][CH2:4][CH:1]4[CH2:3][CH2:2]4)[CH:25]=[CH:24][C:9]=3[N:10]=2)[CH2:14][CH2:15]1)(=[O:36])=[O:35].